Task: Binary Classification. Given a drug SMILES string, predict its activity (active/inactive) in a high-throughput screening assay against a specified biological target.. Dataset: Serine/threonine kinase 33 screen with 319,792 compounds The molecule is Clc1c(NC=2SCC(=O)N2)cc(Cl)cc1. The result is 0 (inactive).